Regression. Given two drug SMILES strings and cell line genomic features, predict the synergy score measuring deviation from expected non-interaction effect. From a dataset of Merck oncology drug combination screen with 23,052 pairs across 39 cell lines. (1) Drug 1: CCC1=CC2CN(C1)Cc1c([nH]c3ccccc13)C(C(=O)OC)(c1cc3c(cc1OC)N(C)C1C(O)(C(=O)OC)C(OC(C)=O)C4(CC)C=CCN5CCC31C54)C2. Drug 2: CS(=O)(=O)CCNCc1ccc(-c2ccc3ncnc(Nc4ccc(OCc5cccc(F)c5)c(Cl)c4)c3c2)o1. Cell line: SKMEL30. Synergy scores: synergy=12.1. (2) Drug 1: COc1cc(C2c3cc4c(cc3C(OC3OC5COC(C)OC5C(O)C3O)C3COC(=O)C23)OCO4)cc(OC)c1O. Drug 2: COC1=C2CC(C)CC(OC)C(O)C(C)C=C(C)C(OC(N)=O)C(OC)C=CC=C(C)C(=O)NC(=CC1=O)C2=O. Cell line: MSTO. Synergy scores: synergy=-19.5. (3) Drug 1: Cn1c(=O)n(-c2ccc(C(C)(C)C#N)cc2)c2c3cc(-c4cnc5ccccc5c4)ccc3ncc21. Drug 2: CCc1cnn2c(NCc3ccc[n+]([O-])c3)cc(N3CCCCC3CCO)nc12. Cell line: OV90. Synergy scores: synergy=10.2. (4) Cell line: ES2. Synergy scores: synergy=7.89. Drug 1: O=C(CCCCCCC(=O)Nc1ccccc1)NO. Drug 2: CC1(c2nc3c(C(N)=O)cccc3[nH]2)CCCN1.